Dataset: Catalyst prediction with 721,799 reactions and 888 catalyst types from USPTO. Task: Predict which catalyst facilitates the given reaction. (1) Reactant: [NH2:1][C:2]([C:4]1[CH:9]=[CH:8][C:7]([C:10]2[CH:15]=[CH:14][N:13]=[C:12]3[NH:16][C:17]([C:19]4[CH:20]=[C:21]([CH:26]=[CH:27][CH:28]=4)[C:22]([O:24]C)=[O:23])=[N:18][C:11]=23)=[CH:6][CH:5]=1)=[O:3].[OH-].[Li+].Cl. Product: [NH2:1][C:2]([C:4]1[CH:5]=[CH:6][C:7]([C:10]2[CH:15]=[CH:14][N:13]=[C:12]3[NH:16][C:17]([C:19]4[CH:20]=[C:21]([CH:26]=[CH:27][CH:28]=4)[C:22]([OH:24])=[O:23])=[N:18][C:11]=23)=[CH:8][CH:9]=1)=[O:3]. The catalyst class is: 20. (2) Reactant: [OH-].[Li+].[CH3:3][O:4][C:5]1[CH:6]=[C:7]([C:11]2[O:12][C:13]3[CH:19]=[CH:18][C:17]([C:20]([O:22]C)=[O:21])=[CH:16][C:14]=3[CH:15]=2)[CH:8]=[CH:9][CH:10]=1.Cl. Product: [CH3:3][O:4][C:5]1[CH:6]=[C:7]([C:11]2[O:12][C:13]3[CH:19]=[CH:18][C:17]([C:20]([OH:22])=[O:21])=[CH:16][C:14]=3[CH:15]=2)[CH:8]=[CH:9][CH:10]=1. The catalyst class is: 132. (3) Reactant: [C:1]([NH:4][C@H:5]([C:10]([O:12][CH3:13])=[O:11])[CH2:6][C:7]([OH:9])=O)(=[O:3])[CH3:2].CN1CCOCC1.ClC(OCC(C)C)=O.Cl.[F:30][C:31]1[CH:32]=[C:33]([CH:43]=[CH:44][CH:45]=1)[CH2:34][O:35][C:36]1[CH:42]=[CH:41][C:39]([NH2:40])=[CH:38][CH:37]=1. Product: [C:1]([NH:4][CH:5]([CH2:6][C:7]([NH:40][C:39]1[CH:38]=[CH:37][C:36]([O:35][CH2:34][C:33]2[CH:43]=[CH:44][CH:45]=[C:31]([F:30])[CH:32]=2)=[CH:42][CH:41]=1)=[O:9])[C:10]([O:12][CH3:13])=[O:11])(=[O:3])[CH3:2]. The catalyst class is: 47. (4) Reactant: Br[C:2]1[CH:3]=[C:4]([C:12]([O:14][CH3:15])=[O:13])[CH:5]=[C:6]([CH:11]=1)[C:7]([O:9][CH3:10])=[O:8].[NH:16]1[CH2:21][CH2:20][O:19][CH2:18][CH2:17]1.C1C=CC(P(C2C(C3C(P(C4C=CC=CC=4)C4C=CC=CC=4)=CC=C4C=3C=CC=C4)=C3C(C=CC=C3)=CC=2)C2C=CC=CC=2)=CC=1.C(=O)([O-])[O-].[Cs+].[Cs+]. Product: [O:19]1[CH2:20][CH2:21][N:16]([C:2]2[CH:3]=[C:4]([C:12]([O:14][CH3:15])=[O:13])[CH:5]=[C:6]([CH:11]=2)[C:7]([O:9][CH3:10])=[O:8])[CH2:17][CH2:18]1. The catalyst class is: 222. (5) Product: [CH2:1]([NH:11][C:12]([C@@H:14]1[CH2:17][CH2:16][NH:15]1)=[O:13])[CH2:2][CH2:3][CH2:4][CH2:5][CH2:6][CH2:7][CH2:8][CH2:9][CH3:10]. The catalyst class is: 2. Reactant: [CH2:1]([NH:11][C:12]([C@@H:14]1[CH2:17][CH2:16][N:15]1C(OC(C)(C)C)=O)=[O:13])[CH2:2][CH2:3][CH2:4][CH2:5][CH2:6][CH2:7][CH2:8][CH2:9][CH3:10].FC(F)(F)C(O)=O.